Dataset: Reaction yield outcomes from USPTO patents with 853,638 reactions. Task: Predict the reaction yield, written as a fraction of the theoretical maximum amount of product (1.0 means a 100% yield; for example, 0.34 means a 34% yield). The catalyst is CN(C=O)C.CN(C)C1C=CN=CC=1.CCOC(C)=O. The yield is 0.495. The reactants are [C:1]1([CH:7]2[CH2:10][CH:9]([NH2:11])[CH2:8]2)[CH:6]=[CH:5][CH:4]=[CH:3][CH:2]=1.[Cl:12][C:13]1[CH:14]=[C:15]2[C:20](=[CH:21][C:22]=1[O:23][C:24]1[CH:32]=[CH:31][C:27]([C:28](O)=[O:29])=[CH:26][CH:25]=1)[O:19][CH2:18][CH2:17][CH:16]2[C:33]([O:35][CH2:36][CH3:37])=[O:34].Cl.C(N=C=NCCCN(C)C)C. The product is [Cl:12][C:13]1[CH:14]=[C:15]2[C:20](=[CH:21][C:22]=1[O:23][C:24]1[CH:32]=[CH:31][C:27]([C:28](=[O:29])[NH:11][CH:9]3[CH2:8][CH:7]([C:1]4[CH:6]=[CH:5][CH:4]=[CH:3][CH:2]=4)[CH2:10]3)=[CH:26][CH:25]=1)[O:19][CH2:18][CH2:17][CH:16]2[C:33]([O:35][CH2:36][CH3:37])=[O:34].